Dataset: Catalyst prediction with 721,799 reactions and 888 catalyst types from USPTO. Task: Predict which catalyst facilitates the given reaction. (1) Reactant: [C:1]([O:5][C@@H:6]([C@H:8]1[CH2:12][O:11][C:10](=[O:13])[N:9]1[C:14]1[CH:19]=[CH:18][N:17]=[C:16](F)[N:15]=1)[CH3:7])([CH3:4])([CH3:3])[CH3:2].[F:21][C:22]([F:34])([F:33])[O:23][C:24]1[CH:29]=[CH:28][C:27]([C@@H:30]([NH2:32])[CH3:31])=[CH:26][CH:25]=1.CCN(C(C)C)C(C)C. Product: [C:1]([O:5][C@@H:6]([C@H:8]1[CH2:12][O:11][C:10](=[O:13])[N:9]1[C:14]1[CH:19]=[CH:18][N:17]=[C:16]([NH:32][C@H:30]([C:27]2[CH:26]=[CH:25][C:24]([O:23][C:22]([F:21])([F:33])[F:34])=[CH:29][CH:28]=2)[CH3:31])[N:15]=1)[CH3:7])([CH3:4])([CH3:3])[CH3:2]. The catalyst class is: 550. (2) Reactant: [Cl:1][C:2]1[CH:7]=[CH:6][C:5]([C@H:8]2[C@H:10]([CH3:11])[C@H:9]2[C:12]([O:14]CC)=[O:13])=[CH:4][CH:3]=1.[OH-].[K+]. Product: [Cl:1][C:2]1[CH:3]=[CH:4][C:5]([CH:8]2[CH:10]([CH3:11])[CH:9]2[C:12]([OH:14])=[O:13])=[CH:6][CH:7]=1. The catalyst class is: 5. (3) Reactant: C[O-].[K+].C([S:7][CH:8]([CH2:13][CH2:14][CH2:15][CH2:16]Br)[C:9]([O:11][CH3:12])=[O:10])(=O)C. Product: [S:7]1[CH2:16][CH2:15][CH2:14][CH2:13][CH:8]1[C:9]([O:11][CH3:12])=[O:10]. The catalyst class is: 1. (4) Reactant: FC1C(O[C:9](=[O:36])[C@@H:10]([CH2:29][C:30]2[CH:35]=[CH:34][CH:33]=[CH:32][CH:31]=2)[NH:11][C:12]([O:14]CC2C3C(=CC=CC=3)C3C2=CC=CC=3)=O)=C(F)C(F)=C(F)C=1F.C(N(CC)CC)C.C(OC([NH:55][C:56](=[NH:70])[N:57](C(OC(C)(C)C)=O)[CH2:58][CH2:59][CH2:60][CH2:61][NH2:62])=O)(C)(C)C.NCC1CCNCC1.[CH3:79][C:80]1([CH3:87])[CH2:85]C(=O)[O:83][C:81]1=[O:82]. Product: [NH:57]([CH2:58][CH2:59][CH2:60][CH2:61][NH:62][C:9]([C@H:10]([NH:11][C:12]([CH2:79][C:80]([CH3:87])([CH3:85])[C:81]([OH:83])=[O:82])=[O:14])[CH2:29][C:30]1[CH:31]=[CH:32][CH:33]=[CH:34][CH:35]=1)=[O:36])[C:56]([NH2:55])=[NH:70]. The catalyst class is: 396. (5) Reactant: [CH2:1]([O:3][C:4]1[CH:5]=[C:6]([CH:9]=[CH:10][CH:11]=1)[CH2:7][OH:8])[CH3:2].[CH3:12][S:13](Cl)(=[O:15])=[O:14].C(N(CC)CC)C.O. Product: [CH3:12][S:13]([O:8][CH2:7][C:6]1[CH:9]=[CH:10][CH:11]=[C:4]([O:3][CH2:1][CH3:2])[CH:5]=1)(=[O:15])=[O:14]. The catalyst class is: 2.